This data is from Full USPTO retrosynthesis dataset with 1.9M reactions from patents (1976-2016). The task is: Predict the reactants needed to synthesize the given product. (1) Given the product [F:1][C:2]1[CH:7]=[CH:6][CH:5]=[CH:4][C:3]=1[CH2:8][O:9][C:10]1[CH:15]=[CH:14][C:13]([C@@H:16]2[N:20]([C:21]([O:23][C:24]([CH3:27])([CH3:26])[CH3:25])=[O:22])[C@:19]([CH2:32][CH2:33][NH:36][CH3:35])([C:28]([O:30][CH3:31])=[O:29])[CH2:18][CH2:17]2)=[CH:12][CH:11]=1, predict the reactants needed to synthesize it. The reactants are: [F:1][C:2]1[CH:7]=[CH:6][CH:5]=[CH:4][C:3]=1[CH2:8][O:9][C:10]1[CH:15]=[CH:14][C:13]([C@@H:16]2[N:20]([C:21]([O:23][C:24]([CH3:27])([CH3:26])[CH3:25])=[O:22])[C@:19]([CH2:32][CH:33]=O)([C:28]([O:30][CH3:31])=[O:29])[CH2:18][CH2:17]2)=[CH:12][CH:11]=1.[CH3:35][NH2:36].CC(O)=O.[BH-](OC(C)=O)(OC(C)=O)OC(C)=O.[Na+]. (2) Given the product [Si:1]([O:8][C@H:9]1[CH2:13][CH2:12][N:11]([CH2:14][C@H:15]([C:17]2[CH:18]=[C:19]([CH:22]=[C:23]([F:25])[CH:24]=2)[C:20]#[N:21])[NH:32][CH3:31])[CH2:10]1)([C:4]([CH3:7])([CH3:6])[CH3:5])([CH3:3])[CH3:2], predict the reactants needed to synthesize it. The reactants are: [Si:1]([O:8][C@H:9]1[CH2:13][CH2:12][N:11]([CH2:14][C@H:15]([C:17]2[CH:18]=[C:19]([CH:22]=[C:23]([F:25])[CH:24]=2)[C:20]#[N:21])O)[CH2:10]1)([C:4]([CH3:7])([CH3:6])[CH3:5])([CH3:3])[CH3:2].CS(Cl)(=O)=O.[CH3:31][NH2:32]. (3) Given the product [CH3:41][O:40][C:38](=[O:39])[N:31]([CH2:30][C:27]1[CH:26]=[N:25][C:24]([C:22]2[S:23][C:16]3[C:17](=[N:18][CH:19]=[CH:20][C:15]=3[O:14][C:11]3[CH:12]=[CH:13][C:8]([NH:7][C:5]([NH:4][CH:1]4[CH2:3][CH2:2]4)=[O:6])=[CH:9][C:10]=3[F:36])[CH:21]=2)=[CH:29][CH:28]=1)[CH2:32][CH2:33][O:34][CH3:35], predict the reactants needed to synthesize it. The reactants are: [CH:1]1([NH:4][C:5]([NH:7][C:8]2[CH:13]=[CH:12][C:11]([O:14][C:15]3[CH:20]=[CH:19][N:18]=[C:17]4[CH:21]=[C:22]([C:24]5[CH:29]=[CH:28][C:27]([CH2:30][NH:31][CH2:32][CH2:33][O:34][CH3:35])=[CH:26][N:25]=5)[S:23][C:16]=34)=[C:10]([F:36])[CH:9]=2)=[O:6])[CH2:3][CH2:2]1.Cl[C:38]([O:40][CH3:41])=[O:39].CCN(C(C)C)C(C)C. (4) Given the product [F:1][C:2]1[CH:7]=[C:6]([S:8]([CH3:11])(=[O:9])=[O:10])[CH:5]=[CH:4][C:3]=1[N:12]1[C:16]2=[N:17][CH:18]=[N:19][C:20]([O:21][CH:22]3[CH2:23][CH2:24][N:25]([CH2:35][C:36]([C:38]4[CH:39]=[CH:40][C:41]([O:44][C:45]([F:46])([F:47])[F:48])=[CH:42][CH:43]=4)=[O:37])[CH2:26][CH2:27]3)=[C:15]2[CH:14]=[N:13]1, predict the reactants needed to synthesize it. The reactants are: [F:1][C:2]1[CH:7]=[C:6]([S:8]([CH3:11])(=[O:10])=[O:9])[CH:5]=[CH:4][C:3]=1[N:12]1[C:16]2=[N:17][CH:18]=[N:19][C:20]([O:21][CH:22]3[CH2:27][CH2:26][NH:25][CH2:24][CH2:23]3)=[C:15]2[CH:14]=[N:13]1.C([O-])([O-])=O.[K+].[K+].Br[CH2:35][C:36]([C:38]1[CH:43]=[CH:42][C:41]([O:44][C:45]([F:48])([F:47])[F:46])=[CH:40][CH:39]=1)=[O:37]. (5) Given the product [CH3:1][O:2][C:3](=[O:10])[C@:4]([CH2:8][O:9][CH:12]([F:20])[F:11])([CH3:7])[CH:5]=[CH2:6], predict the reactants needed to synthesize it. The reactants are: [CH3:1][O:2][C:3](=[O:10])[C@:4]([CH2:8][OH:9])([CH3:7])[CH:5]=[CH2:6].[F:11][C:12]([F:20])(S(F)(=O)=O)C(O)=O.O. (6) Given the product [N:38]1[CH:39]=[CH:34][CH:35]=[C:36]([CH2:40][NH:41][C:26](=[O:27])[C:25]2[CH:29]=[CH:30][CH:31]=[C:23]([C:21]3[CH:20]=[CH:19][C:18]4[N:14]([C:10]5[CH:11]=[CH:12][CH:13]=[C:8]([NH:7][C:5]([NH:4][CH2:3][C:2]([F:32])([F:33])[F:1])=[O:6])[CH:9]=5)[CH:15]=[N:16][C:17]=4[CH:22]=3)[CH:24]=2)[CH:37]=1, predict the reactants needed to synthesize it. The reactants are: [F:1][C:2]([F:33])([F:32])[CH2:3][NH:4][C:5]([NH:7][C:8]1[CH:9]=[C:10]([N:14]2[C:18]3[CH:19]=[CH:20][C:21]([C:23]4[CH:24]=[C:25]([CH:29]=[CH:30][CH:31]=4)[C:26](O)=[O:27])=[CH:22][C:17]=3[N:16]=[CH:15]2)[CH:11]=[CH:12][CH:13]=1)=[O:6].[CH:34]1[CH:39]=[N:38][CH:37]=[C:36]([CH2:40][NH2:41])[CH:35]=1. (7) Given the product [CH3:43][C:39]1[N:38]=[C:37]([CH2:20][CH:21]2[CH2:27][O:26][CH2:25][CH2:24][N:23]([C:28]([O:30][C:31]([CH3:32])([CH3:33])[CH3:34])=[O:29])[CH2:22]2)[CH:42]=[CH:41][CH:40]=1, predict the reactants needed to synthesize it. The reactants are: CCCCCCCCC.C1COCC1.C1(CO[CH2:20][C:21]2(O)[CH2:27][O:26][CH2:25][CH2:24][N:23]([C:28]([O:30][C:31]([CH3:34])([CH3:33])[CH3:32])=[O:29])[CH2:22]2)CC1.Br[C:37]1[CH:42]=[CH:41][CH:40]=[C:39]([CH3:43])[N:38]=1.C(=O)([O-])[O-].[K+].[K+]. (8) Given the product [C:19]([C:21]1[CH:22]=[CH:23][C:24]([C:27]2[CH:35]=[C:34]3[C:30]([C:31]([NH:44][C:45](=[O:49])[CH2:46][CH2:47][CH3:48])=[N:32][NH:33]3)=[CH:29][CH:28]=2)=[CH:25][CH:26]=1)#[N:20], predict the reactants needed to synthesize it. The reactants are: [F-].C([N+](CCCC)(CCCC)CCCC)CCC.[C:19]([C:21]1[CH:26]=[CH:25][C:24]([C:27]2[CH:35]=[C:34]3[C:30]([C:31]([NH:44][C:45](=[O:49])[CH2:46][CH2:47][CH3:48])=[N:32][N:33]3COCC[Si](C)(C)C)=[CH:29][CH:28]=2)=[CH:23][CH:22]=1)#[N:20]. (9) Given the product [CH:21]([C:17]1[CH:16]=[C:15]([NH:14][C:5]2[C:4]3[C:9](=[CH:10][N:11]=[C:2]([O:24][CH2:25][CH2:26][N:27]4[CH2:32][CH2:31][O:30][CH2:29][CH2:28]4)[CH:3]=3)[N:8]=[CH:7][C:6]=2[C:12]#[N:13])[CH:20]=[CH:19][CH:18]=1)([CH3:23])[CH3:22], predict the reactants needed to synthesize it. The reactants are: F[C:2]1[CH:3]=[C:4]2[C:9](=[CH:10][N:11]=1)[N:8]=[CH:7][C:6]([C:12]#[N:13])=[C:5]2[NH:14][C:15]1[CH:20]=[CH:19][CH:18]=[C:17]([CH:21]([CH3:23])[CH3:22])[CH:16]=1.[OH:24][CH2:25][CH2:26][N:27]1[CH2:32][CH2:31][O:30][CH2:29][CH2:28]1.C1COCC1. (10) Given the product [F:18][CH:17]([F:19])[C:9]1[N:8]([C:6]2[N:5]=[C:4]([N:20]3[CH2:25][CH2:24][O:23][CH2:22][CH2:21]3)[N:3]=[C:2]([N:40]3[CH2:36][C:37]4([CH2:26][O:29][CH2:38]4)[CH2:39]3)[N:7]=2)[C:12]2[CH:13]=[CH:14][CH:15]=[CH:16][C:11]=2[N:10]=1, predict the reactants needed to synthesize it. The reactants are: Cl[C:2]1[N:7]=[C:6]([N:8]2[C:12]3[CH:13]=[CH:14][CH:15]=[CH:16][C:11]=3[N:10]=[C:9]2[CH:17]([F:19])[F:18])[N:5]=[C:4]([N:20]2[CH2:25][CH2:24][O:23][CH2:22][CH2:21]2)[N:3]=1.[C:26](=[O:29])([O-])[O-].[K+].[K+].CCCC[CH2:36][CH2:37][CH3:38].[CH3:39][N:40](C=O)C.